From a dataset of Peptide-MHC class I binding affinity with 185,985 pairs from IEDB/IMGT. Regression. Given a peptide amino acid sequence and an MHC pseudo amino acid sequence, predict their binding affinity value. This is MHC class I binding data. (1) The peptide sequence is YEDKVWDKY. The MHC is HLA-A30:02 with pseudo-sequence HLA-A30:02. The binding affinity (normalized) is 0.269. (2) The peptide sequence is GMAEDLQSL. The MHC is HLA-A01:01 with pseudo-sequence HLA-A01:01. The binding affinity (normalized) is 0.0847. (3) The peptide sequence is REVFYFGKF. The MHC is HLA-B08:01 with pseudo-sequence HLA-B08:01. The binding affinity (normalized) is 0.0847. (4) The peptide sequence is DMRKRIEAF. The MHC is HLA-A26:01 with pseudo-sequence HLA-A26:01. The binding affinity (normalized) is 0.0847. (5) The peptide sequence is ILLARLFLY. The MHC is HLA-A26:01 with pseudo-sequence HLA-A26:01. The binding affinity (normalized) is 0.213.